From a dataset of Human liver microsome stability data. Regression/Classification. Given a drug SMILES string, predict its absorption, distribution, metabolism, or excretion properties. Task type varies by dataset: regression for continuous measurements (e.g., permeability, clearance, half-life) or binary classification for categorical outcomes (e.g., BBB penetration, CYP inhibition). Dataset: hlm. (1) The molecule is Cc1cccc(NC(=O)c2nn(C)c(-c3cc(F)cc(F)c3)c2C)n1. The result is 0 (unstable in human liver microsomes). (2) The result is 0 (unstable in human liver microsomes). The compound is COc1cc(-c2cncc(-c3ccc(N4CCNCC4)cc3)c2C)cc(OC)c1OC. (3) The molecule is O=C(CCc1nnnn1-c1cccc2ccccc12)Nc1ccccc1[N+](=O)[O-]. The result is 1 (stable in human liver microsomes). (4) The compound is Cc1ncc(C(=O)Nc2ccc(-c3cccc(OC4CC4)c3)cn2)cn1. The result is 0 (unstable in human liver microsomes).